From a dataset of HIV replication inhibition screening data with 41,000+ compounds from the AIDS Antiviral Screen. Binary Classification. Given a drug SMILES string, predict its activity (active/inactive) in a high-throughput screening assay against a specified biological target. The drug is O=c1c2cccnc2ncn1CCCN1CCCCC1. The result is 0 (inactive).